Task: Predict which catalyst facilitates the given reaction.. Dataset: Catalyst prediction with 721,799 reactions and 888 catalyst types from USPTO (1) Reactant: [Cl-].[Na+].[C:3]([O:7][CH3:8])(=[O:6])[CH2:4][SH:5].[C:9]([O:13][C:14]([N:16]1[CH2:21][CH2:20][CH:19](S(C)(=O)=O)[CH2:18][CH2:17]1)=[O:15])([CH3:12])([CH3:11])[CH3:10]. Product: [C:9]([O:13][C:14]([N:16]1[CH2:21][CH2:20][CH:19]([S:5][CH2:4][C:3]([O:7][CH3:8])=[O:6])[CH2:18][CH2:17]1)=[O:15])([CH3:12])([CH3:10])[CH3:11]. The catalyst class is: 3. (2) Reactant: ClCCl.[I-].[C:5]([O:9][C:10]([N:12]([CH2:25][C@@H:26]1[C@@H:30]([C:31]2[CH:36]=[CH:35][CH:34]=[CH:33][CH:32]=2)[CH2:29][N:28]([C:37]([N:39]2[CH:43]=[CH:42][N+](C)=[CH:40]2)=[O:38])[CH2:27]1)[C@@H:13]([C:15]1[C:24]2[C:19](=[CH:20][CH:21]=[CH:22][CH:23]=2)[CH:18]=[CH:17][CH:16]=1)[CH3:14])=[O:11])([CH3:8])([CH3:7])[CH3:6].C(N(CC)CC)C.N1CC[CH:55]([C:58]([O:60][CH2:61][CH3:62])=[O:59])[CH2:54]C1. Product: [C:5]([O:9][C:10]([N:12]([CH2:25][C@@H:26]1[C@@H:30]([C:31]2[CH:36]=[CH:35][CH:34]=[CH:33][CH:32]=2)[CH2:29][N:28]([C:37]([N:39]2[CH2:43][CH2:42][CH:55]([C:58]([O:60][CH2:61][CH3:62])=[O:59])[CH2:54][CH2:40]2)=[O:38])[CH2:27]1)[C@@H:13]([C:15]1[C:16]2[C:21](=[CH:20][CH:19]=[CH:18][CH:17]=2)[CH:22]=[CH:23][CH:24]=1)[CH3:14])=[O:11])([CH3:8])([CH3:6])[CH3:7]. The catalyst class is: 13. (3) Reactant: [N+:1]([C:4]1[CH:9]=[CH:8][CH:7]=[CH:6][C:5]=1[CH2:10][CH2:11][C:12]([OH:14])=O)([O-:3])=[O:2].S(Cl)([Cl:17])=O. Product: [N+:1]([C:4]1[CH:9]=[CH:8][CH:7]=[CH:6][C:5]=1[CH2:10][CH2:11][C:12]([Cl:17])=[O:14])([O-:3])=[O:2]. The catalyst class is: 4. (4) Reactant: Cl.Cl.[CH3:3][C:4]1[NH:8][C:7]2[CH:9]=[CH:10][C:11]([NH:13][NH2:14])=[CH:12][C:6]=2[N:5]=1.[C:15]1([S:21]([N:24]2[C:32]3[C:27](=[CH:28][CH:29]=[CH:30][CH:31]=3)[CH:26]=[C:25]2[C:33]([C:35](=[CH:38]N(C)C)[C:36]#[N:37])=[O:34])(=[O:23])=[O:22])[CH:20]=[CH:19][CH:18]=[CH:17][CH:16]=1. Product: [NH2:37][C:36]1[N:13]([C:11]2[CH:10]=[CH:9][C:7]3[NH:8][C:4]([CH3:3])=[N:5][C:6]=3[CH:12]=2)[N:14]=[CH:38][C:35]=1[C:33]([C:25]1[N:24]([S:21]([C:15]2[CH:20]=[CH:19][CH:18]=[CH:17][CH:16]=2)(=[O:23])=[O:22])[C:32]2[C:27]([CH:26]=1)=[CH:28][CH:29]=[CH:30][CH:31]=2)=[O:34]. The catalyst class is: 8. (5) Reactant: [Br:1][C:2]1[CH:3]=[C:4]([S:8](Cl)(=[O:10])=[O:9])[CH:5]=[N:6][CH:7]=1.C(N(C(C)C)CC)(C)C.[F:21][C:22]1[CH:29]=[CH:28][C:25]([CH2:26][NH2:27])=[CH:24][CH:23]=1.O. Product: [F:21][C:22]1[CH:29]=[CH:28][C:25]([CH2:26][NH:27][S:8]([C:4]2[CH:5]=[N:6][CH:7]=[C:2]([Br:1])[CH:3]=2)(=[O:10])=[O:9])=[CH:24][CH:23]=1. The catalyst class is: 4. (6) Reactant: [C:1]([O:5][C:6]([N:8]1[CH2:12][CH2:11][S:10][CH:9]1[C:13]([OH:15])=O)=[O:7])([CH3:4])([CH3:3])[CH3:2].CN1CCOCC1.C(OC(Cl)=O)C(C)C.[NH2:31][C@H:32]([C:36]1[CH:41]=[CH:40][CH:39]=[CH:38][CH:37]=1)[CH2:33][CH2:34][OH:35]. Product: [OH:35][CH2:34][CH2:33][C@H:32]([NH:31][C:13]([CH:9]1[N:8]([C:6]([O:5][C:1]([CH3:2])([CH3:3])[CH3:4])=[O:7])[CH2:12][CH2:11][S:10]1)=[O:15])[C:36]1[CH:41]=[CH:40][CH:39]=[CH:38][CH:37]=1. The catalyst class is: 1.